The task is: Predict the product of the given reaction.. This data is from Forward reaction prediction with 1.9M reactions from USPTO patents (1976-2016). The product is: [Cl:23][C:24]1[CH:31]=[CH:30][C:27]([CH2:28][NH:29][C:19]([C:17]2[S:16][C:11]3[N:10]([C:9](=[O:22])[N:8]([CH2:1][C:2]4[CH:7]=[CH:6][CH:5]=[CH:4][CH:3]=4)[C:13](=[O:14])[C:12]=3[CH3:15])[CH:18]=2)=[O:21])=[CH:26][CH:25]=1. Given the reactants [CH2:1]([N:8]1[C:13](=[O:14])[C:12]([CH3:15])=[C:11]2[S:16][C:17]([C:19]([OH:21])=O)=[CH:18][N:10]2[C:9]1=[O:22])[C:2]1[CH:7]=[CH:6][CH:5]=[CH:4][CH:3]=1.[Cl:23][C:24]1[CH:31]=[CH:30][C:27]([CH2:28][NH2:29])=[CH:26][CH:25]=1.O.ON1C2C=CC=CC=2N=N1.Cl.CN(C)CCCN=C=NCC, predict the reaction product.